This data is from Forward reaction prediction with 1.9M reactions from USPTO patents (1976-2016). The task is: Predict the product of the given reaction. (1) Given the reactants [CH3:1][N:2]1[C:10]([CH:11]=O)=[N:9][C:8]2[C:3]1=[N:4][C:5]([N:19]1[C:23]3[CH:24]=[CH:25][CH:26]=[CH:27][C:22]=3[N:21]=[C:20]1[CH3:28])=[N:6][C:7]=2[N:13]1[CH2:18][CH2:17][O:16][CH2:15][CH2:14]1.[CH3:29][C:30]1([CH2:34][NH2:35])[CH2:33][O:32][CH2:31]1, predict the reaction product. The product is: [CH3:1][N:2]1[C:10]([CH2:11][NH:35][CH2:34][C:30]2([CH3:29])[CH2:33][O:32][CH2:31]2)=[N:9][C:8]2[C:3]1=[N:4][C:5]([N:19]1[C:23]3[CH:24]=[CH:25][CH:26]=[CH:27][C:22]=3[N:21]=[C:20]1[CH3:28])=[N:6][C:7]=2[N:13]1[CH2:14][CH2:15][O:16][CH2:17][CH2:18]1. (2) Given the reactants [OH:1][C:2]1[CH:7]=[CH:6][C:5]([C:8]2[N:13]=[C:12]([NH:14][C:15]3[CH:23]=[CH:22][C:18]([C:19]([OH:21])=O)=[C:17]([O:24][CH3:25])[CH:16]=3)[CH:11]=[N:10][CH:9]=2)=[CH:4][CH:3]=1.C(N(CC)CC)C.CN(C(O[N:41]1N=[N:48][C:43]2[CH:44]=[CH:45][CH:46]=[CH:47][C:42]1=2)=[N+](C)C)C.[B-](F)(F)(F)F, predict the reaction product. The product is: [OH:1][C:2]1[CH:7]=[CH:6][C:5]([C:8]2[N:13]=[C:12]([NH:14][C:15]3[CH:23]=[CH:22][C:18]([C:19]([NH:41][CH2:42][C:47]4[CH:46]=[CH:45][CH:44]=[CH:43][N:48]=4)=[O:21])=[C:17]([O:24][CH3:25])[CH:16]=3)[CH:11]=[N:10][CH:9]=2)=[CH:4][CH:3]=1. (3) Given the reactants [Cl:1][C:2]1[C:11]2[C:6](=[CH:7][CH:8]=[CH:9][CH:10]=2)[CH:5]=[CH:4][C:3]=1[CH2:12][CH2:13][CH2:14][NH2:15].[N:16]1[CH:21]=[CH:20][CH:19]=[CH:18][C:17]=1[CH:22]=O, predict the reaction product. The product is: [Cl:1][C:2]1[C:11]2[C:6](=[CH:7][CH:8]=[CH:9][CH:10]=2)[CH:5]=[CH:4][C:3]=1[CH2:12][CH2:13][CH2:14][NH:15][CH2:22][C:17]1[CH:18]=[CH:19][CH:20]=[CH:21][N:16]=1. (4) Given the reactants [CH3:1][C:2]1[CH:7]=[CH:6][CH:5]=[C:4]([CH3:8])[C:3]=1[N:9]=[C:10]([C:12]1[N:17]=[C:16]([C:18](=O)[CH3:19])[CH:15]=[CH:14][CH:13]=1)[CH3:11].[CH:21]([C:24]1[CH:29]=[CH:28][CH:27]=[CH:26][C:25]=1[NH2:30])([CH3:23])[CH3:22], predict the reaction product. The product is: [CH3:1][C:2]1[CH:7]=[CH:6][CH:5]=[C:4]([CH3:8])[C:3]=1[N:9]=[C:10]([C:12]1[CH:13]=[CH:14][CH:15]=[C:16]([C:18](=[N:30][C:25]2[CH:26]=[CH:27][CH:28]=[CH:29][C:24]=2[CH:21]([CH3:23])[CH3:22])[CH3:19])[N:17]=1)[CH3:11]. (5) Given the reactants [CH3:1][O:2][CH2:3][C:4]1[N:9]=[CH:8][N:7]=[C:6](O)[CH:5]=1.P(Cl)(Cl)([Cl:13])=O, predict the reaction product. The product is: [Cl:13][C:6]1[CH:5]=[C:4]([CH2:3][O:2][CH3:1])[N:9]=[CH:8][N:7]=1. (6) Given the reactants [Si]([O:8][CH2:9][CH2:10][N:11]1[C:23]2[C:22]3[N:21]=[CH:20][CH:19]=[CH:18][C:17]=3[N:16]=[C:15]([NH2:24])[C:14]=2[N:13]=[C:12]1[CH2:25][O:26][CH2:27][CH3:28])(C(C)(C)C)(C)C.Cl, predict the reaction product. The product is: [NH2:24][C:15]1[C:14]2[N:13]=[C:12]([CH2:25][O:26][CH2:27][CH3:28])[N:11]([CH2:10][CH2:9][OH:8])[C:23]=2[C:22]2[N:21]=[CH:20][CH:19]=[CH:18][C:17]=2[N:16]=1. (7) Given the reactants CCCP(=O)=O.[CH3:7][N:8]1[CH:12]=[C:11]([C:13](O)=[O:14])[C:10]([CH3:16])=[N:9]1.Cl.[Cl:18][C:19]1[CH:24]=[CH:23][C:22]([CH:25]2[CH2:30][CH2:29][CH2:28][NH:27][CH2:26]2)=[C:21]([C:31]([F:34])([F:33])[F:32])[CH:20]=1.C(N(CC)CC)C, predict the reaction product. The product is: [Cl:18][C:19]1[CH:24]=[CH:23][C:22]([CH:25]2[CH2:30][CH2:29][CH2:28][N:27]([C:13]([C:11]3[C:10]([CH3:16])=[N:9][N:8]([CH3:7])[CH:12]=3)=[O:14])[CH2:26]2)=[C:21]([C:31]([F:34])([F:32])[F:33])[CH:20]=1. (8) The product is: [CH3:23][N:2]([CH3:1])[C:3]1([CH2:16][C:17]2[CH:22]=[CH:21][CH:20]=[CH:19][CH:18]=2)[CH2:4][CH2:5][NH:6][CH2:7][CH2:8]1. Given the reactants [CH3:1][N:2]([CH3:23])[C:3]1([CH2:16][C:17]2[CH:22]=[CH:21][CH:20]=[CH:19][CH:18]=2)[CH2:8][CH2:7][N:6](CC2C=CC=CC=2)[CH2:5][CH2:4]1.C(O)=O.C([O-])=O.[NH4+], predict the reaction product. (9) Given the reactants [CH:1]12[CH2:7][CH:4]([CH:5]=[CH:6]1)[CH2:3][CH:2]2[C:8]([OH:10])=[O:9].C(Cl)(=O)C(Cl)=O.[F:17][C:18]([F:33])([F:32])[C:19]([C:28]([F:31])([F:30])[F:29])([OH:27])[CH2:20][CH2:21][CH2:22][CH2:23][CH2:24][CH2:25]O.C(N(CC)CC)C, predict the reaction product. The product is: [F:17][C:18]([F:32])([F:33])[C:19]([OH:27])([C:28]([F:30])([F:31])[F:29])[CH2:20][CH2:21][CH2:22][CH2:23][CH2:24][CH2:25][O:9][C:8]([CH:2]1[CH2:3][CH:4]2[CH2:7][CH:1]1[CH:6]=[CH:5]2)=[O:10].